From a dataset of Forward reaction prediction with 1.9M reactions from USPTO patents (1976-2016). Predict the product of the given reaction. Given the reactants [O:1]=[S:2]1(=[O:21])[CH2:7][CH2:6][CH2:5][CH2:4][N:3]1[C:8]1[CH:16]=[C:15]([C:17]([O:19][CH3:20])=[O:18])[CH:14]=[C:13]2[C:9]=1[CH:10]=[CH:11][NH:12]2.[H-].[Na+].[CH2:24](I)[CH3:25], predict the reaction product. The product is: [O:21]=[S:2]1(=[O:1])[CH2:7][CH2:6][CH2:5][CH2:4][N:3]1[C:8]1[CH:16]=[C:15]([C:17]([O:19][CH3:20])=[O:18])[CH:14]=[C:13]2[C:9]=1[CH:10]=[CH:11][N:12]2[CH2:24][CH3:25].